This data is from Full USPTO retrosynthesis dataset with 1.9M reactions from patents (1976-2016). The task is: Predict the reactants needed to synthesize the given product. (1) Given the product [F:6][C:7]1[CH:8]=[C:9]([CH:10]=[CH2:2])[CH:12]=[CH:13][C:14]=1[O:15][C:16]1[CH:21]=[CH:20][CH:19]=[C:18]([C:22]([F:25])([F:24])[F:23])[N:17]=1, predict the reactants needed to synthesize it. The reactants are: [Li][CH2:2]CCC.[F:6][C:7]1[CH:8]=[C:9]([CH:12]=[CH:13][C:14]=1[O:15][C:16]1[CH:21]=[CH:20][CH:19]=[C:18]([C:22]([F:25])([F:24])[F:23])[N:17]=1)[CH:10]=O. (2) Given the product [NH2:16][C:10]1[O:11][CH2:12][C@@:13]([F:15])([CH3:14])[C@:8]([C:6]2[CH:7]=[C:2]([NH:1][C:26]([C:23]3[CH:22]=[CH:21][C:20]([F:19])=[CH:25][N:24]=3)=[O:27])[CH:3]=[CH:4][C:5]=2[F:18])([CH3:17])[N:9]=1, predict the reactants needed to synthesize it. The reactants are: [NH2:1][C:2]1[CH:3]=[CH:4][C:5]([F:18])=[C:6]([C@:8]2([CH3:17])[C@:13]([F:15])([CH3:14])[CH2:12][O:11][C:10]([NH2:16])=[N:9]2)[CH:7]=1.[F:19][C:20]1[CH:21]=[CH:22][C:23]([C:26](O)=[O:27])=[N:24][CH:25]=1.